Task: Predict the product of the given reaction.. Dataset: Forward reaction prediction with 1.9M reactions from USPTO patents (1976-2016) (1) Given the reactants [CH:1]1([N:6]2[C:13](=[O:14])[CH2:12][CH2:11][C@H:7]2[C:8]([OH:10])=O)[CH2:5][CH2:4][CH2:3][CH2:2]1.Cl.CN(C)CCCN=C=NCC.ON1C2C=CC=CC=2N=N1.C(N1CCOCC1)C.[Cl:45][C:46]1[CH:51]=[C:50]([F:52])[CH:49]=[CH:48][C:47]=1[CH2:53][NH2:54].C(=O)([O-])O.[Na+], predict the reaction product. The product is: [Cl:45][C:46]1[CH:51]=[C:50]([F:52])[CH:49]=[CH:48][C:47]=1[CH2:53][NH:54][C:8](=[O:10])[C@@H:7]1[CH2:11][CH2:12][C:13](=[O:14])[N:6]1[CH:1]1[CH2:2][CH2:3][CH2:4][CH2:5]1. (2) Given the reactants [Br:1][C:2]1[CH:3]=[CH:4][C:5]2[NH:6][C:7]3[C:12]([C:13]=2[CH:14]=1)=[CH:11][CH:10]=[CH:9][CH:8]=3.[C:15](OC(=O)C)(=[O:17])[CH3:16], predict the reaction product. The product is: [Br:1][C:2]1[CH:3]=[CH:4][C:5]2[N:6]([C:15](=[O:17])[CH3:16])[C:7]3[C:12]([C:13]=2[CH:14]=1)=[CH:11][CH:10]=[CH:9][CH:8]=3. (3) Given the reactants C(OC(=O)[NH:7][CH:8]([C:16](=[O:36])[NH:17][CH2:18][C:19]1[CH:24]=[CH:23][C:22]([O:25][C:26]2[CH:35]=[CH:34][C:29]3[B:30]([OH:33])[O:31][CH2:32][C:28]=3[CH:27]=2)=[CH:21][CH:20]=1)[CH2:9][C:10]1[CH:15]=[CH:14][CH:13]=[CH:12][CH:11]=1)(C)(C)C.Cl, predict the reaction product. The product is: [NH2:7][CH:8]([CH2:9][C:10]1[CH:15]=[CH:14][CH:13]=[CH:12][CH:11]=1)[C:16]([NH:17][CH2:18][C:19]1[CH:20]=[CH:21][C:22]([O:25][C:26]2[CH:35]=[CH:34][C:29]3[B:30]([OH:33])[O:31][CH2:32][C:28]=3[CH:27]=2)=[CH:23][CH:24]=1)=[O:36].